From a dataset of Full USPTO retrosynthesis dataset with 1.9M reactions from patents (1976-2016). Predict the reactants needed to synthesize the given product. (1) Given the product [Cl:27][C:28]1[CH:29]=[C:30]2[C:39](=[CH:40][CH:41]=1)[C:38]([NH:42][CH2:43][CH2:44][CH2:45][CH2:46][CH2:47][NH:48][C:12](=[O:14])[CH2:11][CH2:10][C:3]1[C:4]3[C:9](=[CH:8][CH:7]=[CH:6][CH:5]=3)[NH:1][CH:2]=1)=[C:37]1[C:32]([CH2:33][CH2:34][CH2:35][CH2:36]1)=[N:31]2, predict the reactants needed to synthesize it. The reactants are: [NH:1]1[C:9]2[C:4](=[CH:5][CH:6]=[CH:7][CH:8]=2)[C:3]([CH2:10][CH2:11][C:12]([OH:14])=O)=[CH:2]1.C(N1C=CN=C1)(N1C=CN=C1)=O.[Cl:27][C:28]1[CH:29]=[C:30]2[C:39](=[CH:40][CH:41]=1)[C:38]([NH:42][CH2:43][CH2:44][CH2:45][CH2:46][CH2:47][NH2:48])=[C:37]1[C:32]([CH2:33][CH2:34][CH2:35][CH2:36]1)=[N:31]2. (2) Given the product [CH2:26]1[N:31]([C:2]2[CH:7]=[C:6]([N:8]3[CH:17]([CH3:18])[CH2:16][C:15]4[C:10](=[CH:11][C:12]([C:19]5[CH:20]=[N:21][N:22]([CH3:24])[CH:23]=5)=[CH:13][CH:14]=4)[CH2:9]3)[N:5]=[C:4]([NH2:25])[N:3]=2)[CH2:30][CH2:29][N:28]2[CH2:32][CH2:33][CH2:34][CH:27]12, predict the reactants needed to synthesize it. The reactants are: Cl[C:2]1[CH:7]=[C:6]([N:8]2[CH:17]([CH3:18])[CH2:16][C:15]3[C:10](=[CH:11][C:12]([C:19]4[CH:20]=[N:21][N:22]([CH3:24])[CH:23]=4)=[CH:13][CH:14]=3)[CH2:9]2)[N:5]=[C:4]([NH2:25])[N:3]=1.[CH2:26]1[NH:31][CH2:30][CH2:29][N:28]2[CH2:32][CH2:33][CH2:34][CH:27]12.